From a dataset of CYP2C19 inhibition data for predicting drug metabolism from PubChem BioAssay. Regression/Classification. Given a drug SMILES string, predict its absorption, distribution, metabolism, or excretion properties. Task type varies by dataset: regression for continuous measurements (e.g., permeability, clearance, half-life) or binary classification for categorical outcomes (e.g., BBB penetration, CYP inhibition). Dataset: cyp2c19_veith. (1) The compound is Cc1ccc(C(=O)NC(=S)Nc2ccc(S(=O)(=O)N3CCN(C)CC3)cc2)cc1. The result is 1 (inhibitor). (2) The compound is Cn1c(SCC(=O)Nc2ccccc2)nc(O)cc1=O. The result is 1 (inhibitor).